Dataset: Full USPTO retrosynthesis dataset with 1.9M reactions from patents (1976-2016). Task: Predict the reactants needed to synthesize the given product. Given the product [CH3:1][C:2]([CH3:21])([CH2:6][C:7]1[CH:12]=[CH:11][CH:10]=[C:9]([O:13][CH2:14][C:15]2[CH:20]=[CH:19][CH:18]=[CH:17][CH:16]=2)[CH:8]=1)[C:3]([O:5][CH3:22])=[O:4], predict the reactants needed to synthesize it. The reactants are: [CH3:1][C:2]([CH3:21])([CH2:6][C:7]1[CH:12]=[CH:11][CH:10]=[C:9]([O:13][CH2:14][C:15]2[CH:20]=[CH:19][CH:18]=[CH:17][CH:16]=2)[CH:8]=1)[C:3]([OH:5])=[O:4].[CH3:22]O.